This data is from NCI-60 drug combinations with 297,098 pairs across 59 cell lines. The task is: Regression. Given two drug SMILES strings and cell line genomic features, predict the synergy score measuring deviation from expected non-interaction effect. (1) Drug 1: C1=C(C(=O)NC(=O)N1)F. Drug 2: CNC(=O)C1=NC=CC(=C1)OC2=CC=C(C=C2)NC(=O)NC3=CC(=C(C=C3)Cl)C(F)(F)F. Cell line: TK-10. Synergy scores: CSS=32.9, Synergy_ZIP=-2.10, Synergy_Bliss=-1.89, Synergy_Loewe=2.36, Synergy_HSA=2.81. (2) Drug 1: CC1=C2C(C(=O)C3(C(CC4C(C3C(C(C2(C)C)(CC1OC(=O)C(C(C5=CC=CC=C5)NC(=O)OC(C)(C)C)O)O)OC(=O)C6=CC=CC=C6)(CO4)OC(=O)C)O)C)O. Drug 2: C(CCl)NC(=O)N(CCCl)N=O. Cell line: HCT116. Synergy scores: CSS=13.4, Synergy_ZIP=-7.97, Synergy_Bliss=-9.23, Synergy_Loewe=-11.1, Synergy_HSA=-3.82.